From a dataset of Reaction yield outcomes from USPTO patents with 853,638 reactions. Predict the reaction yield, written as a fraction of the theoretical maximum amount of product (1.0 means a 100% yield; for example, 0.34 means a 34% yield). The reactants are [F:1][C:2]1[C:10]([O:11][C:12]2[C:21]3[C:16](=[CH:17][C:18]([O:24][CH2:25][C@H:26]4[CH2:30][CH2:29][CH2:28][NH:27]4)=[C:19]([O:22][CH3:23])[CH:20]=3)[N:15]=[CH:14][N:13]=2)=[CH:9][CH:8]=[C:7]2[C:3]=1[CH:4]=[C:5]([CH3:31])[NH:6]2.[C:32](Cl)(=[O:36])[CH:33]([CH3:35])[CH3:34]. No catalyst specified. The product is [F:1][C:2]1[C:10]([O:11][C:12]2[C:21]3[C:16](=[CH:17][C:18]([O:24][CH2:25][C@H:26]4[CH2:30][CH2:29][CH2:28][N:27]4[C:32](=[O:36])[CH:33]([CH3:35])[CH3:34])=[C:19]([O:22][CH3:23])[CH:20]=3)[N:15]=[CH:14][N:13]=2)=[CH:9][CH:8]=[C:7]2[C:3]=1[CH:4]=[C:5]([CH3:31])[NH:6]2. The yield is 0.640.